This data is from NCI-60 drug combinations with 297,098 pairs across 59 cell lines. The task is: Regression. Given two drug SMILES strings and cell line genomic features, predict the synergy score measuring deviation from expected non-interaction effect. (1) Drug 1: COC1=NC(=NC2=C1N=CN2C3C(C(C(O3)CO)O)O)N. Drug 2: CN(CCCl)CCCl.Cl. Cell line: HCT-15. Synergy scores: CSS=31.7, Synergy_ZIP=-8.60, Synergy_Bliss=-3.67, Synergy_Loewe=-6.72, Synergy_HSA=-0.761. (2) Drug 1: CC1=C(N=C(N=C1N)C(CC(=O)N)NCC(C(=O)N)N)C(=O)NC(C(C2=CN=CN2)OC3C(C(C(C(O3)CO)O)O)OC4C(C(C(C(O4)CO)O)OC(=O)N)O)C(=O)NC(C)C(C(C)C(=O)NC(C(C)O)C(=O)NCCC5=NC(=CS5)C6=NC(=CS6)C(=O)NCCC[S+](C)C)O. Drug 2: C1C(C(OC1N2C=NC3=C2NC=NCC3O)CO)O. Cell line: ACHN. Synergy scores: CSS=55.3, Synergy_ZIP=0.790, Synergy_Bliss=0.100, Synergy_Loewe=-12.4, Synergy_HSA=0.339. (3) Drug 1: C1CCN(CC1)CCOC2=CC=C(C=C2)C(=O)C3=C(SC4=C3C=CC(=C4)O)C5=CC=C(C=C5)O. Drug 2: C1CC(C1)(C(=O)O)C(=O)O.[NH2-].[NH2-].[Pt+2]. Cell line: RPMI-8226. Synergy scores: CSS=16.5, Synergy_ZIP=4.41, Synergy_Bliss=6.76, Synergy_Loewe=-1.72, Synergy_HSA=-2.38. (4) Drug 1: CC12CCC3C(C1CCC2=O)CC(=C)C4=CC(=O)C=CC34C. Drug 2: C(CCl)NC(=O)N(CCCl)N=O. Cell line: PC-3. Synergy scores: CSS=43.9, Synergy_ZIP=-0.947, Synergy_Bliss=-0.302, Synergy_Loewe=-0.145, Synergy_HSA=1.74.